Dataset: Forward reaction prediction with 1.9M reactions from USPTO patents (1976-2016). Task: Predict the product of the given reaction. (1) Given the reactants [CH3:1][C:2]1[C:7](=[O:8])[C:6]([CH3:9])=[C:5]([CH3:10])[C:4](=[O:11])[C:3]=1[CH2:12][C:13]1[CH:18]=[CH:17][C:16]([CH2:19][CH2:20][C:21](O)=[O:22])=[CH:15][CH:14]=1.[NH:24]1[CH2:29][CH2:28][CH2:27][CH2:26][CH2:25]1, predict the reaction product. The product is: [CH3:1][C:2]1[C:7](=[O:8])[C:6]([CH3:9])=[C:5]([CH3:10])[C:4](=[O:11])[C:3]=1[CH2:12][C:13]1[CH:18]=[CH:17][C:16]([CH2:19][CH2:20][C:21]([N:24]2[CH2:29][CH2:28][CH2:27][CH2:26][CH2:25]2)=[O:22])=[CH:15][CH:14]=1. (2) Given the reactants C(O[C:4]1[CH:9]=[CH:8][C:7]([NH:10][C:11]([C:13]2[C:14]([NH:19][CH2:20][CH2:21][C:22]3[CH:27]=[CH:26][CH:25]=[CH:24][CH:23]=3)=[N:15][CH:16]=[CH:17][CH:18]=2)=[O:12])=[CH:6][CH:5]=1)C.[Cl:28]C1C(C(NC2C=CC(OCC)=CC=2)=O)=CC=CN=1.ClC1C(C(NC2C=CC(Cl)=CC=2)=O)=CC=CN=1, predict the reaction product. The product is: [Cl:28][C:4]1[CH:9]=[CH:8][C:7]([NH:10][C:11]([C:13]2[C:14]([NH:19][CH2:20][CH2:21][C:22]3[CH:27]=[CH:26][CH:25]=[CH:24][CH:23]=3)=[N:15][CH:16]=[CH:17][CH:18]=2)=[O:12])=[CH:6][CH:5]=1. (3) Given the reactants FC1C=[CH:6][C:5]([N:8]=[C:9]=[O:10])=[CH:4]C=1.[F:11][C:12]([F:30])([F:29])[O:13][C:14]1[CH:19]=[CH:18][C:17]([N:20]2[CH2:24][C@@H:23]3[C@@H:25]([NH2:28])[CH2:26][CH2:27][C@@H:22]3[CH2:21]2)=[CH:16][CH:15]=1.F[C:32](F)(F)C1N=C(N2C[C@@H]3[C@@H](N)CC[C@@H]3C2)C=CC=1, predict the reaction product. The product is: [C:5]([NH:8][C:9]([NH:28][C@@H:25]1[C@@H:23]2[C@@H:22]([CH2:21][N:20]([C:17]3[CH:16]=[CH:15][C:14]([O:13][C:12]([F:11])([F:29])[F:30])=[CH:19][CH:18]=3)[CH2:24]2)[CH2:27][CH2:26]1)=[O:10])([CH3:32])([CH3:6])[CH3:4]. (4) Given the reactants [CH:1]1([C:7]2[CH:28]=[CH:27][C:10]([CH2:11]OP(C3C=CC=CC=3)(C3C=CC=CC=3)=O)=[CH:9][CH:8]=2)[CH2:6][CH2:5][CH2:4][CH2:3][CH2:2]1.[CH2:29]([Si](C)(C)C)[CH:30]=[CH2:31].C[Si](OS(C(F)(F)F)(=O)=O)(C)C.C(=O)(O)[O-], predict the reaction product. The product is: [CH2:11]([C:10]1[CH:9]=[CH:8][C:7]([CH:1]2[CH2:2][CH2:3][CH2:4][CH2:5][CH2:6]2)=[CH:28][CH:27]=1)[CH2:31][CH:30]=[CH2:29]. (5) Given the reactants [CH2:1]([NH2:4])[CH2:2][CH3:3].CN(C(ON1N=NC2C=CC=NC1=2)=[N+](C)C)C.F[P-](F)(F)(F)(F)F.CCN(C(C)C)C(C)C.[C:38]([C:42]1[N:46]([CH2:47][CH:48]2[CH2:53][CH2:52][O:51][CH2:50][CH2:49]2)[C:45]2[CH:54]=[CH:55][C:56]([S:58]([N:61]3[CH:65]=[C:64]([C:66](O)=[O:67])[CH:63]=[N:62]3)(=[O:60])=[O:59])=[CH:57][C:44]=2[N:43]=1)([CH3:41])([CH3:40])[CH3:39], predict the reaction product. The product is: [C:38]([C:42]1[N:46]([CH2:47][CH:48]2[CH2:49][CH2:50][O:51][CH2:52][CH2:53]2)[C:45]2[CH:54]=[CH:55][C:56]([S:58]([N:61]3[CH:65]=[C:64]([C:66]([NH:4][CH2:1][CH2:2][CH3:3])=[O:67])[CH:63]=[N:62]3)(=[O:60])=[O:59])=[CH:57][C:44]=2[N:43]=1)([CH3:39])([CH3:40])[CH3:41]. (6) Given the reactants [C:1]([O:4][CH2:5][CH3:6])(=[O:3])[CH3:2].C([N-]C(C)C)(C)C.[Li+].[Cl:15][C:16]1[CH:17]=[CH:18][C:19]2[N:25]3[CH:26]=[CH:27][CH:28]=[C:24]3[CH:23]([CH2:29][CH:30]=[O:31])[O:22][CH:21]([C:32]3[CH:37]=[CH:36][CH:35]=[C:34]([O:38][CH3:39])[C:33]=3[O:40][CH3:41])[C:20]=2[CH:42]=1.[Cl-].[NH4+], predict the reaction product. The product is: [Cl:15][C:16]1[CH:17]=[CH:18][C:19]2[N:25]3[CH:26]=[CH:27][CH:28]=[C:24]3[CH:23]([CH2:29][CH:30]([OH:31])[CH2:2][C:1]([O:4][CH2:5][CH3:6])=[O:3])[O:22][CH:21]([C:32]3[CH:37]=[CH:36][CH:35]=[C:34]([O:38][CH3:39])[C:33]=3[O:40][CH3:41])[C:20]=2[CH:42]=1. (7) Given the reactants [CH2:1]([O:3][C:4]([N:6]([CH2:16][C:17]([OH:19])=O)[CH:7]([CH2:10][C:11]1[S:12][CH:13]=[CH:14][CH:15]=1)[CH2:8][CH3:9])=[O:5])[CH3:2].CN(C=O)C.C(Cl)(=O)C(Cl)=O.[Al+3].[Cl-].[Cl-].[Cl-], predict the reaction product. The product is: [CH2:8]([CH:7]1[CH2:10][C:11]2[S:12][CH:13]=[CH:14][C:15]=2[C:17](=[O:19])[CH2:16][N:6]1[C:4]([O:3][CH2:1][CH3:2])=[O:5])[CH3:9]. (8) Given the reactants [N+:1]([C:4]1[CH:5]=[C:6]([NH2:11])[C:7]([NH2:10])=[N:8][CH:9]=1)([O-:3])=[O:2].[F:12][C:13]1[CH:21]=[CH:20][CH:19]=[CH:18][C:14]=1[C:15](O)=O.CS(O)(=O)=O.O=P12OP3(OP(OP(O3)(O1)=O)(=O)O2)=O, predict the reaction product. The product is: [F:12][C:13]1[CH:21]=[CH:20][CH:19]=[CH:18][C:14]=1[C:15]1[NH:10][C:7]2=[N:8][CH:9]=[C:4]([N+:1]([O-:3])=[O:2])[CH:5]=[C:6]2[N:11]=1.